Task: Predict the reactants needed to synthesize the given product.. Dataset: Retrosynthesis with 50K atom-mapped reactions and 10 reaction types from USPTO (1) Given the product OCc1ccc(Cn2ccc3ncnc(Nc4ccc(OCc5cccc(F)c5)c(Cl)c4)c32)cc1, predict the reactants needed to synthesize it. The reactants are: Nc1ccc(OCc2cccc(F)c2)c(Cl)c1.OCc1ccc(Cn2ccc3ncnc(Cl)c32)cc1. (2) Given the product CC(C)(C)OC(=O)N1CCC(Nc2nc(Cl)cc3ccccc23)CC1, predict the reactants needed to synthesize it. The reactants are: CC(C)(C)OC(=O)N1CCC(N)CC1.Clc1cc2ccccc2c(Cl)n1. (3) Given the product CCSCCNCC(=O)OC(C)(C)C, predict the reactants needed to synthesize it. The reactants are: CC(C)(C)OC(=O)CCl.CCSCCN. (4) Given the product CC(C)(C)OC(=O)NC(CC=O)C(=O)OCc1ccccc1, predict the reactants needed to synthesize it. The reactants are: CC(C)(C)OC(=O)NC(CCO)C(=O)OCc1ccccc1. (5) Given the product CC(C)(C)OC(=O)N1CCN(C(=O)c2ncn(C3CCCCC3(O)CCc3nnn[nH]3)c2-c2ccccc2)[C@H](Cc2ccccc2)C1, predict the reactants needed to synthesize it. The reactants are: CC(C)(C)OC(=O)N1CCN(C(=O)c2ncn(C3CCCCC3(O)CCC#N)c2-c2ccccc2)[C@H](Cc2ccccc2)C1.C[Si](C)(C)N=[N+]=[N-]. (6) Given the product CCCCCC=Cc1cccc2c(=O)[nH]c(-c3ccccc3OCCC)nc12, predict the reactants needed to synthesize it. The reactants are: C=CCCCCC.CCCOc1ccccc1-c1nc2c(I)cccc2c(=O)[nH]1. (7) The reactants are: CC(=O)c1cnc2ccc(Br)cc2c1Cl.CN1CCN(Cc2ccc(N)cc2)CC1. Given the product CC(=O)c1cnc2ccc(Br)cc2c1Nc1ccc(CN2CCN(C)CC2)cc1, predict the reactants needed to synthesize it. (8) Given the product CCOC(=O)C1(c2ccc(-c3ccc(-c4onc(C)c4C(O)c4cn(Cc5cccc(C(F)(F)F)c5)nn4)cc3)cc2)CC1, predict the reactants needed to synthesize it. The reactants are: CCOC(=O)C1(c2ccc(B3OC(C)(C)C(C)(C)O3)cc2)CC1.Cc1noc(-c2ccc(Br)cc2)c1C(O)c1cn(Cc2cccc(C(F)(F)F)c2)nn1. (9) Given the product S=C(Nc1ccccc1)N(Cc1ccc(Br)cc1)C1CCCC1, predict the reactants needed to synthesize it. The reactants are: Nc1ccccc1.S=C(Cl)N(Cc1ccc(Br)cc1)C1CCCC1.